Dataset: NCI-60 drug combinations with 297,098 pairs across 59 cell lines. Task: Regression. Given two drug SMILES strings and cell line genomic features, predict the synergy score measuring deviation from expected non-interaction effect. Drug 1: C1=NC2=C(N=C(N=C2N1C3C(C(C(O3)CO)O)O)F)N. Drug 2: CN1C2=C(C=C(C=C2)N(CCCl)CCCl)N=C1CCCC(=O)O.Cl. Cell line: SN12C. Synergy scores: CSS=10.9, Synergy_ZIP=-4.28, Synergy_Bliss=3.20, Synergy_Loewe=-19.7, Synergy_HSA=-3.41.